Dataset: NCI-60 drug combinations with 297,098 pairs across 59 cell lines. Task: Regression. Given two drug SMILES strings and cell line genomic features, predict the synergy score measuring deviation from expected non-interaction effect. (1) Drug 1: CCCS(=O)(=O)NC1=C(C(=C(C=C1)F)C(=O)C2=CNC3=C2C=C(C=N3)C4=CC=C(C=C4)Cl)F. Drug 2: CC(CN1CC(=O)NC(=O)C1)N2CC(=O)NC(=O)C2. Cell line: OVCAR-5. Synergy scores: CSS=15.0, Synergy_ZIP=-0.223, Synergy_Bliss=2.03, Synergy_Loewe=-3.77, Synergy_HSA=-3.22. (2) Synergy scores: CSS=-1.78, Synergy_ZIP=1.29, Synergy_Bliss=1.51, Synergy_Loewe=-2.15, Synergy_HSA=-1.42. Drug 2: C1C(C(OC1N2C=NC3=C2NC=NCC3O)CO)O. Drug 1: CCC(=C(C1=CC=CC=C1)C2=CC=C(C=C2)OCCN(C)C)C3=CC=CC=C3.C(C(=O)O)C(CC(=O)O)(C(=O)O)O. Cell line: SF-268. (3) Drug 1: CC12CCC3C(C1CCC2=O)CC(=C)C4=CC(=O)C=CC34C. Drug 2: C1=CN(C=N1)CC(O)(P(=O)(O)O)P(=O)(O)O. Cell line: OVCAR-5. Synergy scores: CSS=4.71, Synergy_ZIP=-12.2, Synergy_Bliss=-22.5, Synergy_Loewe=-22.7, Synergy_HSA=-21.9. (4) Drug 1: C1CC(C1)(C(=O)O)C(=O)O.[NH2-].[NH2-].[Pt+2]. Drug 2: CC1=C(C(=O)C2=C(C1=O)N3CC4C(C3(C2COC(=O)N)OC)N4)N. Cell line: NCI-H522. Synergy scores: CSS=43.4, Synergy_ZIP=3.84, Synergy_Bliss=5.21, Synergy_Loewe=-36.7, Synergy_HSA=3.05.